From a dataset of Catalyst prediction with 721,799 reactions and 888 catalyst types from USPTO. Predict which catalyst facilitates the given reaction. (1) Reactant: Cl[C:2]1[C:11]2[C:6](=[CH:7][C:8]([C:12]3[C:17]([C:18]([F:21])([F:20])[F:19])=[CH:16][CH:15]=[CH:14][N:13]=3)=[CH:9][CH:10]=2)[N:5]=[C:4]([CH2:22][Cl:23])[N:3]=1.CCN(C(C)C)C(C)C.[CH2:33]([NH2:41])[CH2:34][C:35]1[CH:40]=[CH:39][CH:38]=[CH:37][CH:36]=1. Product: [Cl:23][CH2:22][C:4]1[N:3]=[C:2]([NH:41][CH2:33][CH2:34][C:35]2[CH:40]=[CH:39][CH:38]=[CH:37][CH:36]=2)[C:11]2[C:6](=[CH:7][C:8]([C:12]3[C:17]([C:18]([F:21])([F:20])[F:19])=[CH:16][CH:15]=[CH:14][N:13]=3)=[CH:9][CH:10]=2)[N:5]=1. The catalyst class is: 10. (2) Reactant: [CH3:1][N:2]1[CH2:7][CH2:6][N:5]([C:8]2[CH:15]=[CH:14][C:11]([CH2:12][NH2:13])=[CH:10][CH:9]=2)[CH2:4][CH2:3]1.C(=O)([O-])[O-].[K+].[K+].[Cl:22][C:23]1[N:32]([C:33]([CH3:40])([CH3:39])[CH2:34][C:35](OC)=[O:36])[C:31](=[O:41])[C:30]2[C:25](=[CH:26][CH:27]=[CH:28][CH:29]=2)[N:24]=1. Product: [ClH:22].[CH3:39][C:33]1([CH3:40])[N:32]2[C:23](=[N:24][C:25]3[C:30]([C:31]2=[O:41])=[CH:29][CH:28]=[CH:27][CH:26]=3)[N:13]([CH2:12][C:11]2[CH:14]=[CH:15][C:8]([N:5]3[CH2:6][CH2:7][N:2]([CH3:1])[CH2:3][CH2:4]3)=[CH:9][CH:10]=2)[C:35](=[O:36])[CH2:34]1. The catalyst class is: 3. (3) Reactant: Br[CH2:2][CH2:3][C:4]1[C:12]2[C:7](=[CH:8][CH:9]=[CH:10][CH:11]=2)[NH:6][CH:5]=1.[NH:13]1[CH:17]=[CH:16][CH:15]=[N:14]1. Product: [N:13]1([CH2:2][CH2:3][C:4]2[C:12]3[C:7](=[CH:8][CH:9]=[CH:10][CH:11]=3)[NH:6][CH:5]=2)[CH:17]=[CH:16][CH:15]=[N:14]1. The catalyst class is: 12. (4) Reactant: C(OC([N:8]1[CH2:13][CH2:12][CH:11]([NH:14][C:15]2[O:16][C:17]3[CH:23]=[CH:22][CH:21]=[C:20]([O:24][CH2:25][C:26]4[CH:31]=[CH:30][N:29]=[CH:28][CH:27]=4)[C:18]=3[N:19]=2)[CH2:10][CH2:9]1)=O)(C)(C)C.Cl.[NH4+].[OH-]. Product: [NH:8]1[CH2:9][CH2:10][CH:11]([NH:14][C:15]2[O:16][C:17]3[CH:23]=[CH:22][CH:21]=[C:20]([O:24][CH2:25][C:26]4[CH:27]=[CH:28][N:29]=[CH:30][CH:31]=4)[C:18]=3[N:19]=2)[CH2:12][CH2:13]1. The catalyst class is: 5. (5) Reactant: Br[CH2:2][CH:3]([C:20]1[CH:25]=[CH:24][CH:23]=[C:22]([O:26][CH3:27])[CH:21]=1)[O:4][CH2:5][CH2:6][NH:7][S:8]([C:11]1[CH:16]=[CH:15][C:14]([N+:17]([O-:19])=[O:18])=[CH:13][CH:12]=1)(=[O:10])=[O:9].C(=O)([O-])[O-].[K+].[K+]. Product: [CH3:27][O:26][C:22]1[CH:21]=[C:20]([CH:3]2[O:4][CH2:5][CH2:6][N:7]([S:8]([C:11]3[CH:16]=[CH:15][C:14]([N+:17]([O-:19])=[O:18])=[CH:13][CH:12]=3)(=[O:10])=[O:9])[CH2:2]2)[CH:25]=[CH:24][CH:23]=1. The catalyst class is: 290. (6) Reactant: [CH:1]([C@@H:4]1[NH:9][CH2:8][CH2:7][N:6](C2C3C(C)=CNC=3N=CN=2)[CH2:5]1)([CH3:3])[CH3:2].C([C@@H]1NC(=O)CNC1=O)(C)C.[H-].[Al+3].[Li+].[H-].[H-].[H-]. Product: [CH:1]([C@H:4]1[CH2:5][NH:6][CH2:7][CH2:8][NH:9]1)([CH3:3])[CH3:2]. The catalyst class is: 1. (7) Reactant: [C:1]([O:5][C:6]([N:8]([CH2:19][CH:20]=[CH2:21])[CH2:9][C:10]1[CH:11]=[CH:12][CH:13]=[C:14]2[C:18]=1[NH:17][CH:16]=[CH:15]2)=[O:7])([CH3:4])([CH3:3])[CH3:2].[H-].[Na+].[CH2:24](Br)[CH:25]=[CH2:26]. Product: [C:1]([O:5][C:6]([N:8]([CH2:19][CH:20]=[CH2:21])[CH2:9][C:10]1[CH:11]=[CH:12][CH:13]=[C:14]2[C:18]=1[N:17]([CH2:26][CH:25]=[CH2:24])[CH:16]=[CH:15]2)=[O:7])([CH3:4])([CH3:3])[CH3:2]. The catalyst class is: 42. (8) Reactant: [C:1]([O:4][C:5]1[CH:12]=[CH:11][C:8]([CH:9]=[CH2:10])=[CH:7][CH:6]=1)(=[O:3])[CH3:2].N([C:22]([CH3:28])([CH3:27])[C:23]([O:25][CH3:26])=[O:24])=N[C:22]([CH3:28])([CH3:27])[C:23]([O:25][CH3:26])=[O:24].[CH3:29]O.[CH:31](O)(C)[CH3:32]. Product: [C:23]([O:25][C:26]1([CH2:31][CH3:32])[CH:10]2[CH2:9][CH:8]3[CH2:11][CH:12]([CH2:5][CH:6]1[CH2:7]3)[CH2:29]2)(=[O:24])[C:22]([CH3:27])=[CH2:28].[C:1]([O:4][C:5]1[CH:12]=[CH:11][C:8]([CH:9]=[CH2:10])=[CH:7][CH:6]=1)(=[O:3])[CH3:2]. The catalyst class is: 21. (9) Reactant: [CH3:1][C:2]([CH3:40])([CH3:39])[C:3]#[C:4][CH:5]([N:16]1[CH2:21][CH2:20][C:19]([F:23])([F:22])[CH:18]([CH2:24][C:25]([O:27][CH3:28])=[O:26])[CH:17]1[C:29]1[CH:34]=[CH:33][C:32]([C:35]([F:38])([F:37])[F:36])=[CH:31][CH:30]=1)[C:6]1[CH:11]=[CH:10][C:9]([C:12]([F:15])([F:14])[F:13])=[CH:8][CH:7]=1.[H][H]. Product: [CH3:1][C:2]([CH3:40])([CH3:39])[CH2:3][CH2:4][CH:5]([N:16]1[CH2:21][CH2:20][C:19]([F:23])([F:22])[CH:18]([CH2:24][C:25]([O:27][CH3:28])=[O:26])[CH:17]1[C:29]1[CH:30]=[CH:31][C:32]([C:35]([F:38])([F:36])[F:37])=[CH:33][CH:34]=1)[C:6]1[CH:11]=[CH:10][C:9]([C:12]([F:13])([F:14])[F:15])=[CH:8][CH:7]=1. The catalyst class is: 94. (10) Reactant: [H-].[Na+].[NH2:3][S:4]([CH2:7][CH2:8][CH:9]([C:14]1[CH:19]=[CH:18][C:17]([N+:20]([O-:22])=[O:21])=[CH:16][C:15]=1[F:23])[C:10](OC)=[O:11])(=[O:6])=[O:5].CO. Product: [F:23][C:15]1[CH:16]=[C:17]([N+:20]([O-:22])=[O:21])[CH:18]=[CH:19][C:14]=1[CH:9]1[CH2:8][CH2:7][S:4](=[O:6])(=[O:5])[NH:3][C:10]1=[O:11]. The catalyst class is: 392.